This data is from Full USPTO retrosynthesis dataset with 1.9M reactions from patents (1976-2016). The task is: Predict the reactants needed to synthesize the given product. (1) The reactants are: [Cl:1][C:2]1[CH:3]=[CH:4][C:5]2[O:9][CH:8]([CH2:10][OH:11])[CH2:7][C:6]=2[CH:12]=1.CC1(C)N([O])C(C)(C)CCC1.[O-:24]Cl.[Na+].Cl. Given the product [Cl:1][C:2]1[CH:3]=[CH:4][C:5]2[O:9][CH:8]([C:10]([OH:24])=[O:11])[CH2:7][C:6]=2[CH:12]=1, predict the reactants needed to synthesize it. (2) Given the product [C:12]([C:8]1[N:7]=[C:6]2[C:11]([C:2]([OH:1])=[C:3]([C:20]([NH:22][CH2:23][C:24]([OH:26])=[O:25])=[O:21])[C:4](=[O:19])[N:5]2[CH3:18])=[CH:10][CH:9]=1)#[CH:13], predict the reactants needed to synthesize it. The reactants are: [OH:1][C:2]1[C:11]2[C:6](=[N:7][C:8]([C:12]#[C:13][Si](C)(C)C)=[CH:9][CH:10]=2)[N:5]([CH3:18])[C:4](=[O:19])[C:3]=1[C:20]([NH:22][CH2:23][C:24]([OH:26])=[O:25])=[O:21].C(=O)([O-])[O-].[K+].[K+].Cl. (3) Given the product [CH:1]([C:4]1[N:8]2[CH:9]=[C:10]([S:13][C:14]3[CH:21]=[CH:20][CH:19]=[CH:18][C:15]=3[CH2:16][NH:17][C:28](=[O:30])[CH3:29])[CH:11]=[CH:12][C:7]2=[N:6][N:5]=1)([CH3:3])[CH3:2], predict the reactants needed to synthesize it. The reactants are: [CH:1]([C:4]1[N:8]2[CH:9]=[C:10]([S:13][C:14]3[CH:21]=[CH:20][CH:19]=[CH:18][C:15]=3[CH2:16][NH2:17])[CH:11]=[CH:12][C:7]2=[N:6][N:5]=1)([CH3:3])[CH3:2].N1C=CC=CC=1.[C:28](OC(=O)C)(=[O:30])[CH3:29]. (4) Given the product [C:1]([O:5][C:6](=[O:23])[NH:7][C@H:8]([CH2:9][C:10]1[CH:15]=[CH:14][CH:13]=[CH:12][C:11]=1[F:16])[C:17](=[O:22])[CH2:36][C:35]1[CH:34]=[CH:33][CH:32]=[C:31]([CH3:37])[C:30]=1[C:29](=[O:38])[NH:28][C:24]([CH3:26])([CH3:25])[CH3:27])([CH3:2])([CH3:3])[CH3:4], predict the reactants needed to synthesize it. The reactants are: [C:1]([O:5][C:6](=[O:23])[NH:7][C@@H:8]([C:17](=[O:22])N(OC)C)[CH2:9][C:10]1[CH:15]=[CH:14][CH:13]=[CH:12][C:11]=1[F:16])([CH3:4])([CH3:3])[CH3:2].[C:24]([NH:28][C:29](=[O:38])[C:30]1[C:35]([CH3:36])=[CH:34][CH:33]=[CH:32][C:31]=1[CH3:37])([CH3:27])([CH3:26])[CH3:25]. (5) Given the product [NH2:31][C:23]1[C:24]2[N:25]([C:27]([CH3:30])=[N:28][N:29]=2)[CH:26]=[C:21]([N:9]2[C:10](=[O:20])[C:11]3[C:15]([CH:16]4[CH2:18][CH2:17]4)=[N:14][N:13]([CH3:19])[C:12]=3[CH:8]2[C:5]2[CH:6]=[CH:7][C:2]([Cl:1])=[CH:3][CH:4]=2)[CH:22]=1, predict the reactants needed to synthesize it. The reactants are: [Cl:1][C:2]1[CH:7]=[CH:6][C:5]([CH:8]2[C:12]3[N:13]([CH3:19])[N:14]=[C:15]([CH:16]4[CH2:18][CH2:17]4)[C:11]=3[C:10](=[O:20])[N:9]2[C:21]2[CH:22]=[C:23]([NH:31]C(=O)OC(C)(C)C)[C:24]3[N:25]([C:27]([CH3:30])=[N:28][N:29]=3)[CH:26]=2)=[CH:4][CH:3]=1.C(O)(C(F)(F)F)=O.C([O-])(O)=O.[Na+]. (6) Given the product [CH2:14]([O:21][C:22]1[CH:27]=[C:26]([CH3:28])[C:25]([CH:29]2[C:30](=[O:35])[CH:31]=[CH:32][C:33]2=[O:34])=[C:24]([CH3:36])[CH:23]=1)[C:15]1[CH:16]=[CH:17][CH:18]=[CH:19][CH:20]=1, predict the reactants needed to synthesize it. The reactants are: CC(C)=O.OS(O)(=O)=O.O=[Cr](=O)=O.[CH2:14]([O:21][C:22]1[CH:27]=[C:26]([CH3:28])[C:25]([CH:29]2[C:33](=[O:34])[CH:32]=[CH:31][CH:30]2[OH:35])=[C:24]([CH3:36])[CH:23]=1)[C:15]1[CH:20]=[CH:19][CH:18]=[CH:17][CH:16]=1.CC(O)C. (7) Given the product [Cl:15][C:16]1[CH:17]=[C:18]([C:19]([N:13]2[C:14]3[CH:1]=[CH:2][CH:3]=[CH:4][C:5]=3[O:6][C:7]3[C:12]2=[CH:11][CH:10]=[CH:9][CH:8]=3)=[O:20])[CH:22]=[C:23]([Cl:26])[C:24]=1[OH:25], predict the reactants needed to synthesize it. The reactants are: [CH:1]1[C:14]2[NH:13][C:12]3[C:7](=[CH:8][CH:9]=[CH:10][CH:11]=3)[O:6][C:5]=2[CH:4]=[CH:3][CH:2]=1.[Cl:15][C:16]1[CH:17]=[C:18]([CH:22]=[C:23]([Cl:26])[C:24]=1[OH:25])[C:19](Cl)=[O:20]. (8) The reactants are: Br[C:2]1[C:3](=[O:10])[N:4]([CH3:9])[CH:5]=[C:6]([Br:8])[CH:7]=1.[CH3:11][O:12][CH2:13][CH2:14][CH2:15][N:16]1[CH2:21][CH2:20][N:19]2[N:22]=[C:23]([NH2:25])[CH:24]=[C:18]2[CH2:17]1.CC1(C)C2C(=C(P(C3C=CC=CC=3)C3C=CC=CC=3)C=CC=2)OC2C(P(C3C=CC=CC=3)C3C=CC=CC=3)=CC=CC1=2.C(=O)([O-])[O-].[Cs+].[Cs+]. Given the product [Br:8][C:6]1[CH:7]=[C:2]([NH:25][C:23]2[CH:24]=[C:18]3[CH2:17][N:16]([CH2:15][CH2:14][CH2:13][O:12][CH3:11])[CH2:21][CH2:20][N:19]3[N:22]=2)[C:3](=[O:10])[N:4]([CH3:9])[CH:5]=1, predict the reactants needed to synthesize it. (9) Given the product [Cl:25][C:26]1[C:31]([F:32])=[CH:30][C:29]([C:10]2[N:14]3[N:15]=[CH:16][CH:17]=[CH:18][C:13]3=[N:12][C:11]=2[C:19]([NH:21][CH:22]2[CH2:24][CH2:23]2)=[O:20])=[C:28]([F:42])[CH:27]=1, predict the reactants needed to synthesize it. The reactants are: P([O-])([O-])([O-])=O.[K+].[K+].[K+].Br[C:10]1[N:14]2[N:15]=[CH:16][CH:17]=[CH:18][C:13]2=[N:12][C:11]=1[C:19]([NH:21][CH:22]1[CH2:24][CH2:23]1)=[O:20].[Cl:25][C:26]1[C:31]([F:32])=[CH:30][C:29](B2OC(C)(C)C(C)(C)O2)=[C:28]([F:42])[CH:27]=1.